Dataset: Full USPTO retrosynthesis dataset with 1.9M reactions from patents (1976-2016). Task: Predict the reactants needed to synthesize the given product. (1) Given the product [CH3:11][N:12]([CH3:18])[CH2:13][CH2:14][C:15]1[NH:6][C:4](=[O:5])[C:3]2[C:2](=[CH:10][CH:9]=[CH:8][CH:7]=2)[N:1]=1, predict the reactants needed to synthesize it. The reactants are: [NH2:1][C:2]1[CH:10]=[CH:9][CH:8]=[CH:7][C:3]=1[C:4]([NH2:6])=[O:5].[CH3:11][N:12]([CH3:18])[CH2:13][CH2:14][C:15](Cl)=O. (2) Given the product [Cl:24][C:19]1[CH:18]=[C:17]([NH:16][C:5]2[C:4]3[C:9](=[C:10]([O:12][CH3:13])[CH:11]=[C:2]([NH:1][CH2:6][C:7]4[NH:8][CH:9]=[N:27][CH:26]=4)[CH:3]=3)[N:8]=[CH:7][C:6]=2[C:14]#[N:15])[CH:22]=[CH:21][C:20]=1[F:23], predict the reactants needed to synthesize it. The reactants are: [NH2:1][C:2]1[CH:3]=[C:4]2[C:9](=[C:10]([O:12][CH3:13])[CH:11]=1)[N:8]=[CH:7][C:6]([C:14]#[N:15])=[C:5]2[NH:16][C:17]1[CH:22]=[CH:21][C:20]([F:23])=[C:19]([Cl:24])[CH:18]=1.[BH3-][C:26]#[N:27].[Na+]. (3) Given the product [CH3:13][O:12][C:10]([C:6]1[CH:5]=[C:4]2[C:9](=[CH:8][CH:7]=1)[N:1]([CH2:17][CH2:18][CH2:19][CH2:20][CH3:21])[CH:2]=[CH:3]2)=[O:11], predict the reactants needed to synthesize it. The reactants are: [NH:1]1[C:9]2[C:4](=[CH:5][C:6]([C:10]([O:12][CH3:13])=[O:11])=[CH:7][CH:8]=2)[CH:3]=[CH:2]1.[H-].[Na+].Br[CH2:17][CH2:18][CH2:19][CH2:20][CH3:21]. (4) Given the product [CH3:11][N:12]([CH3:24])[C:13]1[CH:14]=[CH:15][CH:16]=[C:17]2[C:22]=1[C:21]([Al:6]([CH2:7][CH:8]([CH3:10])[CH3:9])[CH2:2][CH:3]([CH3:5])[CH3:4])=[CH:20][CH:19]=[CH:18]2, predict the reactants needed to synthesize it. The reactants are: [Cl-].[CH2:2]([Al+:6][CH2:7][CH:8]([CH3:10])[CH3:9])[CH:3]([CH3:5])[CH3:4].[CH3:11][N:12]([CH3:24])[C:13]1[CH:14]=[CH:15][CH:16]=[C:17]2[C:22]=1[C:21]([Li])=[CH:20][CH:19]=[CH:18]2. (5) Given the product [O:28]1[C:32]2[CH:33]=[CH:34][CH:35]=[C:36]([N:37]3[CH2:42][CH2:41][N:40]([C:56]([C:46]4[N:47]([C:49]5[CH:50]=[C:51]([CH3:55])[CH:52]=[CH:53][CH:54]=5)[N:48]=[C:44]([CH3:43])[CH:45]=4)=[O:57])[CH2:39][CH2:38]3)[C:31]=2[O:30][CH2:29]1, predict the reactants needed to synthesize it. The reactants are: ClC1C=C(N2CCN(C(C3N(C4C=CC=CC=4)N=C(C)C=3)=O)CC2)C=CC=1.[O:28]1[C:32]2[CH:33]=[CH:34][CH:35]=[C:36]([N:37]3[CH2:42][CH2:41][NH:40][CH2:39][CH2:38]3)[C:31]=2[O:30][CH2:29]1.[CH3:43][C:44]1[CH:45]=[C:46]([C:56](O)=[O:57])[N:47]([C:49]2[CH:50]=[C:51]([CH3:55])[CH:52]=[CH:53][CH:54]=2)[N:48]=1. (6) Given the product [NH2:1][C:2]1[CH:3]=[N:4][C:5]2[C:10]([C:11]=1[C:12]1[CH:17]=[CH:16][C:15]([C:18]([F:20])([F:19])[F:21])=[CH:14][C:13]=1[O:22][CH3:23])=[CH:9][CH:8]=[C:7]([S:24]([NH:27][C:28]1[S:29][CH:30]=[CH:31][N:32]=1)(=[O:26])=[O:25])[CH:6]=2, predict the reactants needed to synthesize it. The reactants are: [NH2:1][C:2]1[CH:3]=[N:4][C:5]2[C:10]([C:11]=1[C:12]1[CH:17]=[CH:16][C:15]([C:18]([F:21])([F:20])[F:19])=[CH:14][C:13]=1[O:22][CH3:23])=[CH:9][CH:8]=[C:7]([S:24]([N:27](CC1C=CC(OC)=CC=1)[C:28]1[S:29][CH:30]=[CH:31][N:32]=1)(=[O:26])=[O:25])[CH:6]=2.C(Cl)Cl.C(O)(C(F)(F)F)=O.